From a dataset of Catalyst prediction with 721,799 reactions and 888 catalyst types from USPTO. Predict which catalyst facilitates the given reaction. (1) The catalyst class is: 10. Product: [Cl:1][C:2]1[CH:3]=[C:4]([C:9]2[N:18]([CH2:19][C:20]([NH:22][CH:23]([CH3:24])[CH3:25])=[O:21])[C:17](=[O:26])[C:16]3[C:11](=[CH:12][CH:13]=[C:14]([O:27][CH2:29][CH2:30][CH2:31][Cl:32])[CH:15]=3)[N:10]=2)[CH:5]=[CH:6][C:7]=1[F:8]. Reactant: [Cl:1][C:2]1[CH:3]=[C:4]([C:9]2[N:18]([CH2:19][C:20]([NH:22][CH:23]([CH3:25])[CH3:24])=[O:21])[C:17](=[O:26])[C:16]3[C:11](=[CH:12][CH:13]=[C:14]([OH:27])[CH:15]=3)[N:10]=2)[CH:5]=[CH:6][C:7]=1[F:8].Br[CH2:29][CH2:30][CH2:31][Cl:32].C([O-])([O-])=O.[K+].[K+]. (2) Reactant: [CH3:1][CH:2]1[CH:7]=[CH:6][CH2:5][C:4]([CH3:9])([CH3:8])[CH:3]1[C:10](=[O:14])[CH:11]=[CH:12][CH3:13].[NH2:15][CH2:16][CH2:17][CH2:18][NH:19][CH2:20][CH2:21][CH2:22][NH:23][CH2:24][CH2:25][CH2:26][NH2:27]. Product: [CH3:13][CH:12]([NH:27][CH2:26][CH2:25][CH2:24][NH:23][CH2:22][CH2:21][CH2:20][NH:19][CH2:18][CH2:17][CH2:16][NH:15][CH:12]([CH3:13])[CH2:11][C:10]([CH:3]1[C:4]([CH3:9])([CH3:8])[CH2:5][CH:6]=[CH:7][CH:2]1[CH3:1])=[O:14])[CH2:11][C:10](=[O:14])[CH:3]1[C:4]([CH3:8])([CH3:9])[CH2:5][CH:6]=[CH:7][CH:2]1[CH3:1]. The catalyst class is: 8. (3) Reactant: CC([O-])(C)C.[K+].[S:7]1[CH:11]=[CH:10][CH:9]=[C:8]1[C:12]1[CH:17]=[CH:16][CH:15]=[CH:14][N:13]=1.[SiH:18]([CH2:23][CH3:24])([CH2:21][CH3:22])[CH2:19][CH3:20]. Product: [CH2:19]([Si:18]([CH2:23][CH3:24])([CH2:21][CH3:22])[C:11]1[S:7][C:8]([C:12]2[CH:17]=[CH:16][CH:15]=[CH:14][N:13]=2)=[CH:9][CH:10]=1)[CH3:20]. The catalyst class is: 1. (4) Reactant: [CH3:1][C:2]([CH3:21])([CH3:20])[C:3]([N:5]1[CH2:10][CH2:9][N:8]([C:11]2[CH:16]=[CH:15][C:14]([N+:17]([O-:19])=[O:18])=[CH:13][CH:12]=2)[CH2:7][CH2:6]1)=O. Product: [CH3:1][C:2]([CH3:21])([CH3:20])[CH2:3][N:5]1[CH2:6][CH2:7][N:8]([C:11]2[CH:16]=[CH:15][C:14]([N+:17]([O-:19])=[O:18])=[CH:13][CH:12]=2)[CH2:9][CH2:10]1. The catalyst class is: 1. (5) Product: [CH:10]1([C:4]2[CH:3]=[C:2]([N:1]=[C:13]=[S:14])[CH:9]=[CH:8][C:5]=2[C:6]#[N:7])[CH2:11][CH2:12]1. Reactant: [NH2:1][C:2]1[CH:9]=[CH:8][C:5]([C:6]#[N:7])=[C:4]([CH:10]2[CH2:12][CH2:11]2)[CH:3]=1.[C:13](N1C=CN=C1)(N1C=CN=C1)=[S:14]. The catalyst class is: 2. (6) Reactant: CCN(C(C)C)C(C)C.[NH:10]1[CH2:15][CH2:14][CH2:13][CH2:12][CH2:11]1.Br[CH:17]([C:23]1[CH:28]=[CH:27][CH:26]=[CH:25][CH:24]=1)[C:18]([O:20][CH2:21][CH3:22])=[O:19]. Product: [C:23]1([CH:17]([N:10]2[CH2:15][CH2:14][CH2:13][CH2:12][CH2:11]2)[C:18]([O:20][CH2:21][CH3:22])=[O:19])[CH:28]=[CH:27][CH:26]=[CH:25][CH:24]=1. The catalyst class is: 10. (7) Reactant: [NH:1]1[CH:6]=[CH:5][C:4](=[O:7])[NH:3][C:2]1=[O:8].F[C:10]1[CH:15]=[CH:14][C:13]([N+:16]([O-:18])=[O:17])=[CH:12][CH:11]=1.C([O-])([O-])=O.[Cs+].[Cs+].O. Product: [N+:16]([C:13]1[CH:14]=[CH:15][C:10]([N:1]2[CH:6]=[CH:5][C:4](=[O:7])[NH:3][C:2]2=[O:8])=[CH:11][CH:12]=1)([O-:18])=[O:17]. The catalyst class is: 3. (8) Reactant: Br[C:2]1[CH:10]=[CH:9][CH:8]=[C:7]2[C:3]=1[C:4]1([C:15]3=[CH:16][C:17]4[O:21][CH2:20][O:19][C:18]=4[CH:22]=[C:14]3[O:13][CH2:12]1)[C:5](=[O:11])[NH:6]2.[CH3:23][N:24]([CH3:34])[C:25]1[N:30]=[CH:29][C:28](B(O)O)=[CH:27][CH:26]=1.C(=O)([O-])[O-].[Na+].[Na+]. Product: [CH3:23][N:24]([CH3:34])[C:25]1[N:30]=[CH:29][C:28]([C:2]2[CH:10]=[CH:9][CH:8]=[C:7]3[C:3]=2[C:4]2([C:15]4=[CH:16][C:17]5[O:21][CH2:20][O:19][C:18]=5[CH:22]=[C:14]4[O:13][CH2:12]2)[C:5](=[O:11])[NH:6]3)=[CH:27][CH:26]=1. The catalyst class is: 427. (9) Product: [CH3:31][O:30][C:27]1[CH:28]=[C:29]2[C:24](=[CH:25][C:26]=1[O:32][CH3:33])[N:23]=[CH:22][CH:21]=[C:20]2[O:19][C:18]1[C:13]([C:41]2[CH:40]=[CH:39][CH:38]=[C:37]([C:36]([F:47])([F:46])[F:35])[CH:42]=2)=[N:14][C:15]([CH3:34])=[CH:16][CH:17]=1. Reactant: CN(C)C=O.C(=O)([O-])[O-].[K+].[K+].I[C:13]1[C:18]([O:19][C:20]2[C:29]3[C:24](=[CH:25][C:26]([O:32][CH3:33])=[C:27]([O:30][CH3:31])[CH:28]=3)[N:23]=[CH:22][CH:21]=2)=[CH:17][CH:16]=[C:15]([CH3:34])[N:14]=1.[F:35][C:36]([F:47])([F:46])[C:37]1[CH:38]=[C:39](B(O)O)[CH:40]=[CH:41][CH:42]=1. The catalyst class is: 97. (10) Reactant: [Cl:1][C:2]1[CH:7]=[C:6]([Cl:8])[CH:5]=[CH:4][C:3]=1[C:9]([N:11]1[CH2:16][CH2:15][NH:14][C:13](=O)[CH2:12]1)=[O:10].F[B-](F)(F)F.C[O+](C)C.[CH3:27][C:28]1[S:32][CH:31]=[N:30][C:29]=1[C:33]([NH:35][NH2:36])=O. Product: [Cl:1][C:2]1[CH:7]=[C:6]([Cl:8])[CH:5]=[CH:4][C:3]=1[C:9]([N:11]1[CH2:16][CH2:15][N:14]2[C:33]([C:29]3[N:30]=[CH:31][S:32][C:28]=3[CH3:27])=[N:35][N:36]=[C:13]2[CH2:12]1)=[O:10]. The catalyst class is: 4.